From a dataset of Full USPTO retrosynthesis dataset with 1.9M reactions from patents (1976-2016). Predict the reactants needed to synthesize the given product. (1) Given the product [F:1][C:2]1[CH:3]=[CH:4][C:5]([N:8]2[C:16]3[C:11](=[CH:12][C:13]([C:17]([NH:19][CH3:20])=[O:18])=[CH:14][CH:15]=3)[C:10]([C:3]3[CH2:4][CH2:5][NH:8][CH2:22][CH:23]=3)=[CH:9]2)=[CH:6][CH:7]=1, predict the reactants needed to synthesize it. The reactants are: [F:1][C:2]1[CH:7]=[CH:6][C:5]([N:8]2[C:16]3[C:11](=[CH:12][C:13]([C:17]([NH:19][CH3:20])=[O:18])=[CH:14][CH:15]=3)[CH:10]=[CH:9]2)=[CH:4][CH:3]=1.O.[C:22](O)(=O)[CH3:23]. (2) Given the product [C:34]([O:33][C:31](=[O:32])[CH2:30][N:4]1[C:5]2[C:10](=[CH:9][CH:8]=[C:7]([O:11][CH2:12][C:13]3[S:17][C:16]([C:18]4[CH:19]=[CH:20][C:21]([C:24]([F:25])([F:27])[F:26])=[CH:22][CH:23]=4)=[N:15][C:14]=3[CH3:28])[CH:6]=2)[C:2]([CH3:1])=[CH:3]1)([CH3:37])([CH3:36])[CH3:35], predict the reactants needed to synthesize it. The reactants are: [CH3:1][C:2]1[C:10]2[C:5](=[CH:6][C:7]([O:11][CH2:12][C:13]3[S:17][C:16]([C:18]4[CH:23]=[CH:22][C:21]([C:24]([F:27])([F:26])[F:25])=[CH:20][CH:19]=4)=[N:15][C:14]=3[CH3:28])=[CH:8][CH:9]=2)[NH:4][CH:3]=1.Br[CH2:30][C:31]([O:33][C:34]([CH3:37])([CH3:36])[CH3:35])=[O:32].[H-].[Na+].